Task: Predict the reactants needed to synthesize the given product.. Dataset: Full USPTO retrosynthesis dataset with 1.9M reactions from patents (1976-2016) (1) Given the product [N:1]1[CH:6]=[CH:5][CH:4]=[CH:3][C:2]=1[C:7](=[N:19][NH:20][C:36](=[O:37])[CH2:35][CH:34]([CH2:27][C:28]1[CH:33]=[CH:32][CH:31]=[CH:30][CH:29]=1)[CH2:39][Br:40])[CH2:8][C:9]1[C:18]2[C:13](=[CH:14][CH:15]=[CH:16][CH:17]=2)[N:12]=[CH:11][CH:10]=1, predict the reactants needed to synthesize it. The reactants are: [N:1]1[CH:6]=[CH:5][CH:4]=[CH:3][C:2]=1[C:7](=[N:19][NH2:20])[CH2:8][C:9]1[C:18]2[C:13](=[CH:14][CH:15]=[CH:16][CH:17]=2)[N:12]=[CH:11][CH:10]=1.N1C=CC=CC=1.[CH2:27]([CH:34]([CH2:39][Br:40])[CH2:35][C:36](Cl)=[O:37])[C:28]1[CH:33]=[CH:32][CH:31]=[CH:30][CH:29]=1.CO. (2) Given the product [CH3:10][O:9][C:8]1[CH:7]=[C:6]([C:21]2[CH:30]=[C:29]([CH3:31])[C:24]([C:25]([O:27][CH3:28])=[O:26])=[C:23]([CH3:32])[CH:22]=2)[CH:5]=[N:4][C:3]=1[O:2][CH3:1], predict the reactants needed to synthesize it. The reactants are: [CH3:1][O:2][C:3]1[C:8]([O:9][CH3:10])=[CH:7][C:6](B2OC(C)(C)C(C)(C)O2)=[CH:5][N:4]=1.Br[C:21]1[CH:30]=[C:29]([CH3:31])[C:24]([C:25]([O:27][CH3:28])=[O:26])=[C:23]([CH3:32])[CH:22]=1.C([O-])([O-])=O.[Cs+].[Cs+].CCOC(C)=O.O. (3) Given the product [Cl:14][C:15]1[CH:16]=[C:17]2[C:21](=[CH:22][CH:23]=1)[N:20]([C:24]1[N:28]([CH3:29])[N:27]=[C:26]([CH3:30])[C:25]=1/[CH:31]=[CH:3]/[C:1]#[N:2])[CH:19]=[CH:18]2, predict the reactants needed to synthesize it. The reactants are: [C:1]([CH2:3]P(=O)(OCC)OCC)#[N:2].[H-].[Na+].[Cl:14][C:15]1[CH:16]=[C:17]2[C:21](=[CH:22][CH:23]=1)[N:20]([C:24]1[N:28]([CH3:29])[N:27]=[C:26]([CH3:30])[C:25]=1[CH:31]=O)[CH:19]=[CH:18]2.O. (4) Given the product [Cl:28][C:14]1[O:15][C:11]([C:1]2[C:10]3[C:5](=[CH:6][CH:7]=[CH:8][CH:9]=3)[CH:4]=[CH:3][CH:2]=2)=[C:12]([C:16]#[N:17])[N:13]=1, predict the reactants needed to synthesize it. The reactants are: [C:1]1([C:11]2[O:15][CH:14]=[N:13][C:12]=2[C:16]#[N:17])[C:10]2[C:5](=[CH:6][CH:7]=[CH:8][CH:9]=2)[CH:4]=[CH:3][CH:2]=1.[Li+].C[Si]([N-][Si](C)(C)C)(C)C.[Cl:28]C(Cl)(Cl)C(Cl)(Cl)Cl. (5) Given the product [CH3:1][N:2]1[CH:10]=[C:9]2[C:4]([CH:5]=[CH:6][CH:7]=[C:8]2[C@@H:11]2[CH2:13][C@H:12]2[CH2:14][OH:15])=[N:3]1, predict the reactants needed to synthesize it. The reactants are: [CH3:1][N:2]1[CH:10]=[C:9]2[C:4]([CH:5]=[CH:6][CH:7]=[C:8]2[C@@H:11]2[CH2:13][C@H:12]2[C:14](OCC)=[O:15])=[N:3]1.[H-].[Al+3].[Li+].[H-].[H-].[H-].C(OCC)(=O)C.[OH-].[Na+]. (6) Given the product [CH2:15]([O:17][C:18](=[O:34])[C:19]1[CH:24]=[CH:23][C:22]([O:25][C:26]2[CH:31]=[CH:30][CH:29]=[CH:28][CH:27]=2)=[CH:21][C:20]=1[CH:32]=[N:7][CH2:6][C:5]([O:4][CH2:2][CH3:3])=[O:8])[CH3:16], predict the reactants needed to synthesize it. The reactants are: Cl.[CH2:2]([O:4][C:5](=[O:8])[CH2:6][NH2:7])[CH3:3].S([O-])([O-])(=O)=O.[Mg+2].[CH2:15]([O:17][C:18](=[O:34])[C:19]1[CH:24]=[CH:23][C:22]([O:25][C:26]2[CH:31]=[CH:30][CH:29]=[CH:28][CH:27]=2)=[CH:21][C:20]=1[CH:32]=O)[CH3:16]. (7) Given the product [Br:16][C:13]1[CH:14]=[CH:15][C:10]([CH:9]2[CH2:8][CH2:7][CH:6]([C:22]3[CH:27]=[CH:26][C:25]([Br:28])=[CH:24][CH:23]=3)[N:36]2[C:35]2[CH:37]=[CH:38][C:32]([CH:29]3[CH2:31][CH2:30]3)=[CH:33][CH:34]=2)=[CH:11][CH:12]=1, predict the reactants needed to synthesize it. The reactants are: CS(O[CH:6]([C:22]1[CH:27]=[CH:26][C:25]([Br:28])=[CH:24][CH:23]=1)[CH2:7][CH2:8][CH:9](OS(C)(=O)=O)[C:10]1[CH:15]=[CH:14][C:13]([Br:16])=[CH:12][CH:11]=1)(=O)=O.[CH:29]1([C:32]2[CH:38]=[CH:37][C:35]([NH2:36])=[CH:34][CH:33]=2)[CH2:31][CH2:30]1. (8) Given the product [ClH:15].[NH2:24][C:2]1[CH:3]=[CH:4][C:5]([F:17])=[C:6]([C@@:8]2([CH3:11])[NH:12][C:13](=[O:16])[CH2:14][O:10][CH2:9]2)[CH:7]=1, predict the reactants needed to synthesize it. The reactants are: Br[C:2]1[CH:3]=[CH:4][C:5]([F:17])=[C:6]([C@:8]([NH:12][C:13](=[O:16])[CH2:14][Cl:15])([CH3:11])[CH2:9][OH:10])[CH:7]=1.[K].CCSC([N:24](CC(C)C)CC(C)C)=O.